This data is from Cav3 T-type calcium channel HTS with 100,875 compounds. The task is: Binary Classification. Given a drug SMILES string, predict its activity (active/inactive) in a high-throughput screening assay against a specified biological target. (1) The molecule is O1C(Cc2c(C1)c(nc(NCCN1CCOCC1)c2C#N)CCCC)(C)C. The result is 0 (inactive). (2) The compound is S(c1oc(nn1)CCNC(OC(C)(C)C)=O)C\C=C(/C)C. The result is 0 (inactive).